Dataset: Peptide-MHC class I binding affinity with 185,985 pairs from IEDB/IMGT. Task: Regression. Given a peptide amino acid sequence and an MHC pseudo amino acid sequence, predict their binding affinity value. This is MHC class I binding data. (1) The peptide sequence is KVKKRYPEF. The MHC is HLA-A30:01 with pseudo-sequence HLA-A30:01. The binding affinity (normalized) is 0.571. (2) The peptide sequence is KRQQELLRLTV. The MHC is Mamu-B08 with pseudo-sequence Mamu-B08. The binding affinity (normalized) is 0.851. (3) The peptide sequence is IMYNYPAML. The MHC is HLA-B15:01 with pseudo-sequence HLA-B15:01. The binding affinity (normalized) is 0.0847.